From a dataset of Full USPTO retrosynthesis dataset with 1.9M reactions from patents (1976-2016). Predict the reactants needed to synthesize the given product. (1) Given the product [CH:5]1[C:6]([C:7]2[C:16](=[O:17])[C:15]3[C:14]([OH:18])=[CH:13][C:12]([OH:19])=[CH:11][C:10]=3[O:9][CH:8]=2)=[CH:1][CH:2]=[C:3]([OH:20])[CH:4]=1.[CH2:87]([OH:88])[C@H:57]1[O:58][C@@H:59]2[O:64][C@H:65]3[C@H:70]([OH:71])[C@@H:69]([OH:72])[C@@H:68]([O:73][C@H:74]4[C@H:80]([OH:81])[C@@H:79]([OH:82])[C@@H:77]([O:78][C@H:23]5[C@H:24]([OH:96])[C@@H:25]([OH:95])[C@@H:26]([O:28][C@H:29]6[C@H:34]([OH:35])[C@@H:33]([OH:36])[C@@H:32]([O:37][C@H:38]7[C@H:43]([OH:44])[C@@H:42]([OH:45])[C@@H:41]([O:46][C@H:47]8[C@H:52]([OH:53])[C@@H:51]([OH:54])[C@@H:50]([O:55][C@H:56]1[C@H:61]([OH:62])[C@H:60]2[OH:63])[O:49][C@@H:48]8[CH2:89][OH:90])[O:40][C@@H:39]7[CH2:91][OH:92])[O:31][C@@H:30]6[CH2:93][OH:94])[O:27][C@@H:22]5[CH2:21][OH:97])[O:76][C@@H:75]4[CH2:83][OH:84])[O:67][C@@H:66]3[CH2:85][OH:86].[NH2:98][C@H:99]([C:104]([OH:106])=[O:105])[CH2:100][CH2:101][S:102][CH3:103], predict the reactants needed to synthesize it. The reactants are: [CH:1]1[C:6]([C:7]2[C:16](=[O:17])[C:15]3[C:14]([OH:18])=[CH:13][C:12]([OH:19])=[CH:11][C:10]=3[O:9][CH:8]=2)=[CH:5][CH:4]=[C:3]([OH:20])[CH:2]=1.[CH2:21]([OH:97])[C@H:22]1[O:27][C@@H:26]2[O:28][C@H:29]3[C@H:34]([OH:35])[C@@H:33]([OH:36])[C@@H:32]([O:37][C@H:38]4[C@H:43]([OH:44])[C@@H:42]([OH:45])[C@@H:41]([O:46][C@H:47]5[C@H:52]([OH:53])[C@@H:51]([OH:54])[C@@H:50]([O:55][C@H:56]6[C@H:61]([OH:62])[C@@H:60]([OH:63])[C@@H:59]([O:64][C@H:65]7[C@H:70]([OH:71])[C@@H:69]([OH:72])[C@@H:68]([O:73][C@H:74]8[C@H:80]([OH:81])[C@@H:79]([OH:82])[C@@H:77]([O:78][C@H:23]1[C@H:24]([OH:96])[C@H:25]2[OH:95])[O:76][C@@H:75]8[CH2:83][OH:84])[O:67][C@@H:66]7[CH2:85][OH:86])[O:58][C@@H:57]6[CH2:87][OH:88])[O:49][C@@H:48]5[CH2:89][OH:90])[O:40][C@@H:39]4[CH2:91][OH:92])[O:31][C@@H:30]3[CH2:93][OH:94].[NH2:98][C@H:99]([C:104]([OH:106])=[O:105])[CH2:100][CH2:101][S:102][CH3:103]. (2) Given the product [O:24]1[CH:28]=[CH:27][C:26]([C:2]2[CH:3]=[C:4]([CH:21]=[CH:22][CH:23]=2)[O:5][C:6]2[CH:20]=[CH:19][C:9]3[N:10]4[CH2:18][CH2:17][CH2:16][C:11]4=[N:12][S:13](=[O:15])(=[O:14])[C:8]=3[CH:7]=2)=[CH:25]1, predict the reactants needed to synthesize it. The reactants are: Br[C:2]1[CH:3]=[C:4]([CH:21]=[CH:22][CH:23]=1)[O:5][C:6]1[CH:20]=[CH:19][C:9]2[N:10]3[CH2:18][CH2:17][CH2:16][C:11]3=[N:12][S:13](=[O:15])(=[O:14])[C:8]=2[CH:7]=1.[O:24]1[CH:28]=[CH:27][C:26](B(O)O)=[CH:25]1.C([O-])([O-])=O.[K+].[K+]. (3) Given the product [ClH:37].[O:30]([C:27]1[CH:26]=[CH:25][C:24]([O:23][C:21]2[C:22]3[N:14]([CH:11]4[CH2:10][CH2:9][NH:8][CH2:13][CH2:12]4)[N:15]=[CH:16][C:17]=3[N:18]=[CH:19][N:20]=2)=[CH:29][CH:28]=1)[C:31]1[CH:36]=[CH:35][CH:34]=[CH:33][CH:32]=1, predict the reactants needed to synthesize it. The reactants are: C(OC([N:8]1[CH2:13][CH2:12][CH:11]([N:14]2[C:22]3[C:21]([O:23][C:24]4[CH:29]=[CH:28][C:27]([O:30][C:31]5[CH:36]=[CH:35][CH:34]=[CH:33][CH:32]=5)=[CH:26][CH:25]=4)=[N:20][CH:19]=[N:18][C:17]=3[CH:16]=[N:15]2)[CH2:10][CH2:9]1)=O)(C)(C)C.[ClH:37]. (4) Given the product [CH2:11]([O:10][C:8]([CH:5]1[CH2:6][CH2:7][CH:2]([N:19]2[CH2:18][CH2:17][N:16]([C:20]([O:22][C:23]([CH3:26])([CH3:25])[CH3:24])=[O:21])[CH2:15][C@@H:14]2[CH3:13])[CH2:3][CH2:4]1)=[O:9])[CH3:12], predict the reactants needed to synthesize it. The reactants are: O=[C:2]1[CH2:7][CH2:6][CH:5]([C:8]([O:10][CH2:11][CH3:12])=[O:9])[CH2:4][CH2:3]1.[CH3:13][C@@H:14]1[NH:19][CH2:18][CH2:17][N:16]([C:20]([O:22][C:23]([CH3:26])([CH3:25])[CH3:24])=[O:21])[CH2:15]1.C(O)(=O)C.C(O[BH-](OC(=O)C)OC(=O)C)(=O)C.[Na+].[OH-].[Na+]. (5) The reactants are: Br[C:2]1[CH:3]=[C:4]([C:16]([O:18][CH3:19])=[O:17])[C:5]([O:8][CH2:9][CH2:10][N:11]2[CH:15]=[CH:14][N:13]=[CH:12]2)=[N:6][CH:7]=1.[B:20]1(B2OC(C)(C)C(C)(C)O2)[O:24]C(C)(C)C(C)(C)[O:21]1.C([O-])(=O)C.[K+]. Given the product [N:11]1([CH2:10][CH2:9][O:8][C:5]2[N:6]=[CH:7][C:2]([B:20]([OH:24])[OH:21])=[CH:3][C:4]=2[C:16]([O:18][CH3:19])=[O:17])[CH:15]=[CH:14][N:13]=[CH:12]1, predict the reactants needed to synthesize it. (6) Given the product [C:9]([C:4]1[CH:3]=[C:2]([NH2:1])[CH:7]=[N:6][C:5]=1[CH3:8])#[CH:10], predict the reactants needed to synthesize it. The reactants are: [NH2:1][C:2]1[CH:3]=[C:4]([C:9]#[C:10]C(C)(O)C)[C:5]([CH3:8])=[N:6][CH:7]=1.[OH-].[Na+].C([O-])(O)=O.[Na+].